From a dataset of Forward reaction prediction with 1.9M reactions from USPTO patents (1976-2016). Predict the product of the given reaction. (1) Given the reactants [Cl:1][C:2]1[CH:7]=[C:6]([N:8]2[CH2:12][CH2:11][NH:10][C:9]2=[O:13])[CH:5]=[CH:4][N:3]=1.Br[C:15]1[CH:16]=[N:17][CH:18]=[CH:19][C:20]=1[C:21]1([OH:26])[CH2:25][CH2:24][CH2:23][CH2:22]1.CN[C@@H]1CCCC[C@H]1NC.P([O-])([O-])([O-])=O.[K+].[K+].[K+], predict the reaction product. The product is: [Cl:1][C:2]1[CH:7]=[C:6]([N:8]2[CH2:12][CH2:11][N:10]([C:15]3[CH:16]=[N:17][CH:18]=[CH:19][C:20]=3[C:21]3([OH:26])[CH2:25][CH2:24][CH2:23][CH2:22]3)[C:9]2=[O:13])[CH:5]=[CH:4][N:3]=1. (2) Given the reactants [NH:1]1[C@H:5]([C:6]([OH:8])=[O:7])[CH2:4][CH2:3][C:2]1=[O:9].[CH3:10][C:11]([CH3:13])=[CH2:12].S(=O)(=O)(O)O.C(=O)(O)[O-].[Na+], predict the reaction product. The product is: [C:11]([O:7][C:6]([C@@H:5]1[CH2:4][CH2:3][C:2](=[O:9])[NH:1]1)=[O:8])([CH3:13])([CH3:12])[CH3:10]. (3) Given the reactants [C:1]([N:5]1[CH2:9][C@@H:8]([C:10]2[CH:15]=[CH:14][C:13]([F:16])=[CH:12][C:11]=2[F:17])[C@H:7]([C:18]([N:20]2[CH2:25][CH:24]=[C:23]([C:26]3[CH:31]=[CH:30][C:29]([Cl:32])=[CH:28][C:27]=3[CH2:33][C:34]([O:36][CH3:37])=[O:35])[CH2:22][CH2:21]2)=[O:19])[CH2:6]1)([CH3:4])([CH3:3])[CH3:2], predict the reaction product. The product is: [C:1]([N:5]1[CH2:9][C@@H:8]([C:10]2[CH:15]=[CH:14][C:13]([F:16])=[CH:12][C:11]=2[F:17])[C@H:7]([C:18]([N:20]2[CH2:25][CH2:24][CH:23]([C:26]3[CH:31]=[CH:30][C:29]([Cl:32])=[CH:28][C:27]=3[CH2:33][C:34]([O:36][CH3:37])=[O:35])[CH2:22][CH2:21]2)=[O:19])[CH2:6]1)([CH3:4])([CH3:3])[CH3:2]. (4) Given the reactants [Cl:1][C:2]1[CH:3]=[N:4][C:5]2[N:6]([N:8]=[C:9]([C:11]([OH:13])=O)[CH:10]=2)[CH:7]=1.[CH3:14][N:15]1[C:24]2[C:19](=[CH:20][C:21]([C:25]([F:28])([F:27])[F:26])=[CH:22][CH:23]=2)[CH2:18][CH2:17][NH:16]1, predict the reaction product. The product is: [Cl:1][C:2]1[CH:3]=[N:4][C:5]2[N:6]([N:8]=[C:9]([C:11]([N:16]3[CH2:17][CH2:18][C:19]4[C:24](=[CH:23][CH:22]=[C:21]([C:25]([F:26])([F:27])[F:28])[CH:20]=4)[N:15]3[CH3:14])=[O:13])[CH:10]=2)[CH:7]=1. (5) Given the reactants Br[CH2:2][CH2:3][O:4][C:5]1[CH:10]=[CH:9][C:8]([N+:11]([O-:13])=[O:12])=[CH:7][C:6]=1[O:14][CH3:15].[CH:16]1([CH2:19][NH2:20])[CH2:18][CH2:17]1.Cl[CH2:22]Cl.CO, predict the reaction product. The product is: [CH:16]1([CH2:19][N:20]([CH2:2][CH2:3][O:4][C:5]2[CH:10]=[CH:9][C:8]([N+:11]([O-:13])=[O:12])=[CH:7][C:6]=2[O:14][CH3:15])[CH3:22])[CH2:18][CH2:17]1. (6) The product is: [CH3:18][O:17][N:16]([CH3:15])[C:11]([CH:4]1[C:5]2[C:10](=[CH:9][CH:8]=[CH:7][CH:6]=2)[O:1][CH2:2][CH2:3]1)=[O:13]. Given the reactants [O:1]1[C:10]2[C:5](=[CH:6][CH:7]=[CH:8][CH:9]=2)[CH:4]([C:11]([OH:13])=O)[CH2:3][CH2:2]1.Cl.[CH3:15][NH:16][O:17][CH3:18].Cl.CN(C)CCCN=C=NCC.C(N(CC)CC)C.Cl, predict the reaction product. (7) Given the reactants [F:1][C:2]1[C:7]([O:8][CH3:9])=[CH:6][C:5]([O:10][CH3:11])=[C:4]([F:12])[C:3]=1[C:13]#[C:14][C:15]1[CH:16]=[N:17][C:18]([NH:21][C:22]2[CH:27]=[CH:26][C:25]([N:28]3[CH2:33][CH2:32][N:31]([CH:34]4[CH2:39][CH2:38][N:37]([CH3:40])[CH2:36][CH2:35]4)[CH2:30][CH2:29]3)=[C:24]([O:41][CH3:42])[CH:23]=2)=[N:19][CH:20]=1.COCCOC.C([O-])(=O)C.[Na+].C(=O)([O-])O.[Na+], predict the reaction product. The product is: [F:1][C:2]1[C:7]([O:8][CH3:9])=[CH:6][C:5]([O:10][CH3:11])=[C:4]([F:12])[C:3]=1[CH2:13][CH2:14][C:15]1[CH:16]=[N:17][C:18]([NH:21][C:22]2[CH:27]=[CH:26][C:25]([N:28]3[CH2:29][CH2:30][N:31]([CH:34]4[CH2:39][CH2:38][N:37]([CH3:40])[CH2:36][CH2:35]4)[CH2:32][CH2:33]3)=[C:24]([O:41][CH3:42])[CH:23]=2)=[N:19][CH:20]=1. (8) Given the reactants C([N:8]1[CH2:13][CH2:12][N:11]([CH2:14][C:15]([N:17]([C:19]2[CH:24]=[CH:23][C:22]([NH:25]/[C:26](=[C:33]3\[C:34](=[O:42])[NH:35][C:36]4[C:41]\3=[CH:40][CH:39]=[CH:38][CH:37]=4)/[C:27]3[CH:32]=[CH:31][CH:30]=[CH:29][CH:28]=3)=[CH:21][CH:20]=2)[CH3:18])=[O:16])[CH2:10][CH2:9]1)C1C=CC=CC=1.[Cl:43]C(OC(Cl)C)=O, predict the reaction product. The product is: [ClH:43].[ClH:43].[N:11]1([CH2:14][C:15]([N:17]([C:19]2[CH:24]=[CH:23][C:22]([NH:25]/[C:26](=[C:33]3\[C:34](=[O:42])[NH:35][C:36]4[C:41]\3=[CH:40][CH:39]=[CH:38][CH:37]=4)/[C:27]3[CH:32]=[CH:31][CH:30]=[CH:29][CH:28]=3)=[CH:21][CH:20]=2)[CH3:18])=[O:16])[CH2:12][CH2:13][NH:8][CH2:9][CH2:10]1. (9) Given the reactants C(OC(=O)[NH:7][C:8]1[CH:13]=[C:12]([O:14][CH2:15][C:16]([F:19])([F:18])[F:17])[CH:11]=[CH:10][C:9]=1[NH:20][C:21](=[O:37])[CH2:22][C:23](=O)[C:24]1[CH:29]=[CH:28][CH:27]=[C:26]([C:30]2[CH:31]=[N:32][CH:33]=[CH:34][CH:35]=2)[CH:25]=1)(C)(C)C.C(O)(C(F)(F)F)=O, predict the reaction product. The product is: [N:32]1[CH:33]=[CH:34][CH:35]=[C:30]([C:26]2[CH:25]=[C:24]([C:23]3[CH2:22][C:21](=[O:37])[NH:20][C:9]4[CH:10]=[CH:11][C:12]([O:14][CH2:15][C:16]([F:19])([F:18])[F:17])=[CH:13][C:8]=4[N:7]=3)[CH:29]=[CH:28][CH:27]=2)[CH:31]=1. (10) Given the reactants Br[CH2:2][CH2:3][CH2:4][CH2:5][O:6][C:7]1[CH:16]=[C:15]2[C:10]([CH2:11][CH2:12][C:13](=[O:17])[NH:14]2)=[CH:9][CH:8]=1.[Cl:18][C:19]1[C:24]([Cl:25])=[CH:23][CH:22]=[CH:21][C:20]=1[N:26]1[CH2:31][CH2:30][NH:29][CH2:28][CH2:27]1, predict the reaction product. The product is: [CH:22]1[CH:21]=[C:20]([N:26]2[CH2:31][CH2:30][N:29]([CH2:2][CH2:3][CH2:4][CH2:5][O:6][C:7]3[CH:8]=[CH:9][C:10]4[CH2:11][CH2:12][C:13](=[O:17])[NH:14][C:15]=4[CH:16]=3)[CH2:28][CH2:27]2)[C:19]([Cl:18])=[C:24]([Cl:25])[CH:23]=1.